From a dataset of Full USPTO retrosynthesis dataset with 1.9M reactions from patents (1976-2016). Predict the reactants needed to synthesize the given product. (1) The reactants are: [CH3:1][C:2]1[C:6]2[C:7](=[O:19])[N:8]([CH2:11][CH2:12][N:13]3[CH2:18][CH2:17][CH2:16][CH2:15][CH2:14]3)[CH2:9][CH2:10][C:5]=2[NH:4][C:3]=1[CH:20]=O.[O:22]([C:24]1[CH:25]=[C:26]2[C:30](=[CH:31][CH:32]=1)[NH:29][C:28](=[O:33])[CH2:27]2)[CH3:23]. Given the product [CH3:23][O:22][C:24]1[CH:25]=[C:26]2[C:30](=[CH:31][CH:32]=1)[NH:29][C:28](=[O:33])[C:27]2=[CH:20][C:3]1[NH:4][C:5]2[CH2:10][CH2:9][N:8]([CH2:11][CH2:12][N:13]3[CH2:14][CH2:15][CH2:16][CH2:17][CH2:18]3)[C:7](=[O:19])[C:6]=2[C:2]=1[CH3:1], predict the reactants needed to synthesize it. (2) Given the product [OH:8][C:5]1[CH:6]=[CH:7][C:2]([CH:14]2[CH2:15][CH:10]3[CH2:16][CH:13]2[CH2:12][CH:11]3[CH:17]([C:18]2[CH:23]=[CH:22][C:21]([OH:24])=[C:20]([CH3:25])[CH:19]=2)[C:26]2[CH:31]=[CH:30][C:29]([OH:32])=[C:28]([CH3:33])[CH:27]=2)=[CH:3][C:4]=1[CH3:9], predict the reactants needed to synthesize it. The reactants are: Br[C:2]1[CH:7]=[CH:6][C:5]([OH:8])=[C:4]([CH3:9])[CH:3]=1.[CH:10]12[CH2:16][CH:13]([CH:14]=[CH:15]1)[CH2:12][CH:11]2[CH:17]([C:26]1[CH:31]=[CH:30][C:29]([OH:32])=[C:28]([CH3:33])[CH:27]=1)[C:18]1[CH:23]=[CH:22][C:21]([OH:24])=[C:20]([CH3:25])[CH:19]=1.C(N(CC)CC)C.C(O)=O. (3) Given the product [C:25]([C:13]1[C:14]2[C:9](=[CH:8][CH:7]=[C:6]([O:5][C:4]3[CH:22]=[CH:23][CH:24]=[C:2]([F:1])[CH:3]=3)[CH:15]=2)[C:10]([OH:21])=[C:11]([C:17]([O:19][CH3:20])=[O:18])[N:12]=1)#[N:26], predict the reactants needed to synthesize it. The reactants are: [F:1][C:2]1[CH:3]=[C:4]([CH:22]=[CH:23][CH:24]=1)[O:5][C:6]1[CH:15]=[C:14]2[C:9]([C:10]([OH:21])=[C:11]([C:17]([O:19][CH3:20])=[O:18])[N:12]=[C:13]2I)=[CH:8][CH:7]=1.[C:25]([Cu])#[N:26].C(Cl)Cl. (4) Given the product [CH2:1]([O:8][C:9]1[CH:14]=[C:13](/[CH:38]=[CH:37]/[C:33]2[O:34][C:35](=[O:36])[C:31]([CH3:39])([CH3:30])[N:32]=2)[CH:12]=[CH:11][C:10]=1[N:16]1[S:20](=[O:22])(=[O:21])[N:19]([CH2:23][CH2:24][Si:25]([CH3:28])([CH3:27])[CH3:26])[C:18](=[O:29])[CH2:17]1)[C:2]1[CH:7]=[CH:6][CH:5]=[CH:4][CH:3]=1, predict the reactants needed to synthesize it. The reactants are: [CH2:1]([O:8][C:9]1[CH:14]=[C:13](I)[CH:12]=[CH:11][C:10]=1[N:16]1[S:20](=[O:22])(=[O:21])[N:19]([CH2:23][CH2:24][Si:25]([CH3:28])([CH3:27])[CH3:26])[C:18](=[O:29])[CH2:17]1)[C:2]1[CH:7]=[CH:6][CH:5]=[CH:4][CH:3]=1.[CH3:30][C:31]1([CH3:39])[C:35](=[O:36])[O:34][C:33]([CH:37]=[CH2:38])=[N:32]1.